Task: Predict the reactants needed to synthesize the given product.. Dataset: Full USPTO retrosynthesis dataset with 1.9M reactions from patents (1976-2016) (1) Given the product [Br:1][C:2]1[CH:3]=[C:4]2[C:12](=[C:13]([C:15](=[O:17])[NH2:16])[CH:14]=1)[NH:11][C:10]1[CH:9]=[C:8]([C:18]([O:20][CH2:21][CH3:22])=[O:19])[CH:7]=[CH:6][C:5]2=1, predict the reactants needed to synthesize it. The reactants are: [Br:1][C:2]1[CH:3]=[C:4]2[C:12](=[C:13]([C:15](=[O:17])[NH2:16])[CH:14]=1)[NH:11][C:10]1[CH2:9][CH:8]([C:18]([O:20][CH2:21][CH3:22])=[O:19])[CH2:7][CH2:6][C:5]2=1.ClC1C(=O)C(C#N)=C(C#N)C(=O)C=1Cl. (2) Given the product [CH3:1][O:2][C:3]1[CH:4]=[C:5]2[C:10](=[CH:11][C:12]=1[O:13][CH3:14])[N:9]=[CH:8][CH:7]=[C:6]2[O:15][C:16]1[CH:22]=[CH:21][C:19]([NH:20][C:41](=[O:47])[O:42][CH2:43][CH2:54][O:53][C:52]2[CH:57]=[CH:58][CH:59]=[C:50]([F:49])[CH:51]=2)=[CH:18][CH:17]=1, predict the reactants needed to synthesize it. The reactants are: [CH3:1][O:2][C:3]1[CH:4]=[C:5]2[C:10](=[CH:11][C:12]=1[O:13][CH3:14])[N:9]=[CH:8][CH:7]=[C:6]2[O:15][C:16]1[CH:22]=[CH:21][C:19]([NH2:20])=[CH:18][CH:17]=1.C1(C)C=CC=CC=1.C(N(CC)CC)C.ClC(Cl)(O[C:41](=[O:47])[O:42][C:43](Cl)(Cl)Cl)Cl.[F:49][C:50]1[CH:51]=[C:52]([CH:57]=[CH:58][CH:59]=1)[O:53][CH2:54]CO. (3) Given the product [CH2:11]([O:10][C:8](=[O:9])/[CH:7]=[CH:15]/[C:17]1[CH:18]=[C:19]([CH3:36])[C:20]([N:23]2[CH2:28][CH2:27][N:26]([C:29]([O:31][C:32]([CH3:34])([CH3:33])[CH3:35])=[O:30])[CH2:25][CH2:24]2)=[N:21][CH:22]=1)[CH3:12], predict the reactants needed to synthesize it. The reactants are: C(P([CH2:7][C:8]([O:10][CH2:11][CH3:12])=[O:9])(CC)=O)C.[H-].[Na+].[CH:15]([C:17]1[CH:18]=[C:19]([CH3:36])[C:20]([N:23]2[CH2:28][CH2:27][N:26]([C:29]([O:31][C:32]([CH3:35])([CH3:34])[CH3:33])=[O:30])[CH2:25][CH2:24]2)=[N:21][CH:22]=1)=O.O. (4) Given the product [C:1]([O:5][C:6]([N:8]1[CH2:12][CH2:11][C:10]2([C:20]3[C:15](=[CH:16][CH:17]=[C:18]([CH2:21][CH:22]4[CH2:25][CH:24]([C:26]([OH:28])=[O:27])[CH2:23]4)[CH:19]=3)[N:14]([C:32]([O:34][CH2:35][CH2:36][Si:37]([CH3:40])([CH3:39])[CH3:38])=[O:33])[CH2:13]2)[CH2:9]1)=[O:7])([CH3:3])([CH3:2])[CH3:4], predict the reactants needed to synthesize it. The reactants are: [C:1]([O:5][C:6]([N:8]1[CH2:12][CH2:11][C:10]2([C:20]3[C:15](=[CH:16][CH:17]=[C:18]([CH2:21][CH:22]4[CH2:25][C:24](C(O)=O)([C:26]([OH:28])=[O:27])[CH2:23]4)[CH:19]=3)[N:14]([C:32]([O:34][CH2:35][CH2:36][Si:37]([CH3:40])([CH3:39])[CH3:38])=[O:33])[CH2:13]2)[CH2:9]1)=[O:7])([CH3:4])([CH3:3])[CH3:2].C(N1C=CN=C1)(N1C=CN=C1)=O.[OH-].[Na+].Cl.